From a dataset of Forward reaction prediction with 1.9M reactions from USPTO patents (1976-2016). Predict the product of the given reaction. (1) Given the reactants CN(C(ON1N=NC2C=CC=NC1=2)=[N+](C)C)C.F[P-](F)(F)(F)(F)F.[CH3:25][O:26][C@:27]1([C:36]2[CH:45]=[CH:44][C:43]3[C:38](=[CH:39][C:40]([CH:48]=[CH2:49])=[C:41]([O:46][CH3:47])[CH:42]=3)[CH:37]=2)[CH2:31][NH:30][C@H:29]([C:32]([O:34][CH3:35])=[O:33])[CH2:28]1.[CH3:50][C:51]([CH3:69])([CH2:65][CH2:66][CH:67]=[CH2:68])[CH2:52][O:53][C:54]([NH:56][C@@H:57]([C:61]([CH3:64])([CH3:63])[CH3:62])[C:58](O)=[O:59])=[O:55], predict the reaction product. The product is: [CH3:50][C:51]([CH3:69])([CH2:65][CH2:66][CH:67]=[CH2:68])[CH2:52][O:53][C:54]([NH:56][C@@H:57]([C:61]([CH3:62])([CH3:63])[CH3:64])[C:58]([N:30]1[CH2:31][C@:27]([O:26][CH3:25])([C:36]2[CH:45]=[CH:44][C:43]3[C:38](=[CH:39][C:40]([CH:48]=[CH2:49])=[C:41]([O:46][CH3:47])[CH:42]=3)[CH:37]=2)[CH2:28][C@H:29]1[C:32]([O:34][CH3:35])=[O:33])=[O:59])=[O:55]. (2) Given the reactants S(Cl)([Cl:3])=O.[CH2:5]([Cl:7])Cl.[C:8]1([C:14]2[N:15]=[C:16]3[CH:21]=[CH:20][CH:19]=[C:18](CO)[N:17]3[CH:24]=2)[CH:13]=[CH:12][CH:11]=[CH:10][CH:9]=1, predict the reaction product. The product is: [ClH:3].[C:8]1([C:14]2[N:15]=[C:16]3[CH:21]=[CH:20][CH:19]=[C:18]([CH2:5][Cl:7])[N:17]3[CH:24]=2)[CH:9]=[CH:10][CH:11]=[CH:12][CH:13]=1. (3) Given the reactants [NH:1]1[CH2:6][CH2:5][CH2:4][C@@H:3]([NH:7][C:8](=[O:14])[O:9][C:10]([CH3:13])([CH3:12])[CH3:11])[CH2:2]1.F[C:16]1[CH:24]=[CH:23][C:22]([C:25]#[N:26])=[C:21]2[C:17]=1[CH:18]=[CH:19][NH:20]2.N1C=CC=CC=1, predict the reaction product. The product is: [C:25]([C:22]1[CH:23]=[CH:24][C:16]([N:1]2[CH2:6][CH2:5][CH2:4][C@@H:3]([NH:7][C:8](=[O:14])[O:9][C:10]([CH3:11])([CH3:13])[CH3:12])[CH2:2]2)=[C:17]2[C:21]=1[NH:20][CH:19]=[CH:18]2)#[N:26]. (4) Given the reactants N1C=CC=CC=1.[F:7][C:8]([F:21])([F:20])[S:9]([O:12]S(C(F)(F)F)(=O)=O)(=[O:11])=[O:10].O[C:23]1[CH:32]=[CH:31][CH:30]=[C:29]2[C:24]=1[CH2:25][CH2:26][C:27](=[O:33])[NH:28]2, predict the reaction product. The product is: [F:7][C:8]([F:21])([F:20])[S:9]([O:12][C:23]1[CH:32]=[CH:31][CH:30]=[C:29]2[C:24]=1[CH2:25][CH2:26][C:27](=[O:33])[NH:28]2)(=[O:11])=[O:10]. (5) Given the reactants [CH2:1]([C:8]1[CH:9]=[N:10][C:11]2[C:16]([C:17]=1[C:18]1[CH:19]=[C:20]([NH2:24])[CH:21]=[CH:22][CH:23]=1)=[CH:15][CH:14]=[CH:13][C:12]=2[C:25]([F:28])([F:27])[F:26])[C:2]1[CH:7]=[CH:6][CH:5]=[CH:4][CH:3]=1.[Cl:29][C:30]1[CH:35]=[CH:34][CH:33]=[CH:32][C:31]=1[N:36]=[C:37]=[O:38], predict the reaction product. The product is: [CH2:1]([C:8]1[CH:9]=[N:10][C:11]2[C:16]([C:17]=1[C:18]1[CH:19]=[C:20]([NH:24][C:37]([NH:36][C:31]3[CH:32]=[CH:33][CH:34]=[CH:35][C:30]=3[Cl:29])=[O:38])[CH:21]=[CH:22][CH:23]=1)=[CH:15][CH:14]=[CH:13][C:12]=2[C:25]([F:28])([F:26])[F:27])[C:2]1[CH:3]=[CH:4][CH:5]=[CH:6][CH:7]=1. (6) Given the reactants [C:1]([BH3-])#[N:2].[Na+].[CH2:5]=O.[Cl:7][C:8]1[N:9]=[CH:10][N:11]([C:13]2[CH:18]=[CH:17][C:16]([NH:19][C:20]3[S:21][C:22]4[CH2:28][CH:27](N)[CH2:26][CH:25]([C:30]5[CH:35]=[CH:34][C:33]([F:36])=[CH:32][CH:31]=5)[C:23]=4[N:24]=3)=[CH:15][C:14]=2[O:37][CH3:38])[CH:12]=1, predict the reaction product. The product is: [Cl:7][C:8]1[N:9]=[CH:10][N:11]([C:13]2[CH:18]=[CH:17][C:16]([NH:19][C:20]3[S:21][C:22]4[CH2:28][CH:27]([N:2]([CH3:1])[CH3:5])[CH2:26][CH:25]([C:30]5[CH:35]=[CH:34][C:33]([F:36])=[CH:32][CH:31]=5)[C:23]=4[N:24]=3)=[CH:15][C:14]=2[O:37][CH3:38])[CH:12]=1. (7) The product is: [ClH:32].[CH2:16]([CH:15]([NH:23][C:24](=[O:26])[CH3:25])[CH:14]([OH:27])[CH:13]1[CH:12]2[CH:28]([CH2:29][O:30][CH3:31])[CH:9]([CH2:10][CH2:11]2)[NH:8]1)[C:17]1[CH:18]=[CH:19][CH:20]=[CH:21][CH:22]=1.[ClH:32]. Given the reactants C(OC([N:8]1[CH:13]([CH:14]([OH:27])[CH:15]([NH:23][C:24](=[O:26])[CH3:25])[CH2:16][C:17]2[CH:22]=[CH:21][CH:20]=[CH:19][CH:18]=2)[CH:12]2[CH:28]([CH2:29][O:30][CH3:31])[CH:9]1[CH2:10][CH2:11]2)=O)(C)(C)C.[ClH:32], predict the reaction product. (8) Given the reactants [C:1]1([S:7]([C:10]2C=[CH:15][C@H:14](C)[C@H:13]([O:18][Si:19]([C:22]([CH3:25])([CH3:24])[CH3:23])([CH3:21])[CH3:20])[C@@H:12]([CH3:26])[CH:11]=2)(=[O:9])=[O:8])[CH:6]=[CH:5][CH:4]=[CH:3][CH:2]=1.C[N+]1([O-])[CH2:33][CH2:32][O:31]CC1.[O-:35]S([O-])(=S)=O.[Na+].[Na+], predict the reaction product. The product is: [C:1]1([S:7]([C:10]2[C@@H:32]([OH:31])[C@@H:33]([OH:35])[C@H:14]([CH3:15])[C@H:13]([O:18][Si:19]([C:22]([CH3:25])([CH3:24])[CH3:23])([CH3:21])[CH3:20])[C@@H:12]([CH3:26])[CH:11]=2)(=[O:9])=[O:8])[CH:6]=[CH:5][CH:4]=[CH:3][CH:2]=1. (9) Given the reactants [CH:1]([C:3]1[CH:4]=[C:5]([CH:11]=[CH:12][CH:13]=1)[O:6][CH2:7][C:8]([OH:10])=O)=[O:2].CN(C(ON1N=NC2C=CC=CC1=2)=[N+](C)C)C.[B-](F)(F)(F)F.C(N(CC)CC)C.[C:43]([O:47][C:48](=[O:51])[CH2:49][NH2:50])([CH3:46])([CH3:45])[CH3:44], predict the reaction product. The product is: [C:43]([O:47][C:48]([CH2:49][NH:50][C:8]([CH2:7][O:6][C:5]1[CH:4]=[C:3]([CH:13]=[CH:12][CH:11]=1)[CH:1]=[O:2])=[O:10])=[O:51])([CH3:46])([CH3:45])[CH3:44].